From a dataset of Full USPTO retrosynthesis dataset with 1.9M reactions from patents (1976-2016). Predict the reactants needed to synthesize the given product. Given the product [C:1]([C:3]([C:6]1[CH:7]=[C:8]([CH:27]=[CH:28][CH:29]=1)[CH2:9][N:10]1[C:18]2[C:13](=[CH:14][C:15]([C:19]([OH:21])=[O:20])=[CH:16][CH:17]=2)[C:12]([CH3:25])=[C:11]1[CH3:26])([CH3:5])[CH3:4])#[N:2], predict the reactants needed to synthesize it. The reactants are: [C:1]([C:3]([C:6]1[CH:7]=[C:8]([CH:27]=[CH:28][CH:29]=1)[CH2:9][N:10]1[C:18]2[C:13](=[CH:14][C:15]([C:19]([O:21]CC=C)=[O:20])=[CH:16][CH:17]=2)[C:12]([CH3:25])=[C:11]1[CH3:26])([CH3:5])[CH3:4])#[N:2].N1CCOCC1.